This data is from Catalyst prediction with 721,799 reactions and 888 catalyst types from USPTO. The task is: Predict which catalyst facilitates the given reaction. Reactant: [H-].[Al+3].[Li+].[H-].[H-].[H-].[Si:7]([O:14][CH2:15][CH2:16][N:17]1[C:25]2[C:20](=[CH:21][CH:22]=[CH:23][CH:24]=2)[C:19]([CH2:26][CH2:27][C:28](O)=[O:29])=[CH:18]1)([C:10]([CH3:13])([CH3:12])[CH3:11])([CH3:9])[CH3:8].C(=O)(O)[O-].[Na+]. Product: [Si:7]([O:14][CH2:15][CH2:16][N:17]1[C:25]2[C:20](=[CH:21][CH:22]=[CH:23][CH:24]=2)[C:19]([CH2:26][CH2:27][CH2:28][OH:29])=[CH:18]1)([C:10]([CH3:13])([CH3:12])[CH3:11])([CH3:9])[CH3:8]. The catalyst class is: 27.